Dataset: Reaction yield outcomes from USPTO patents with 853,638 reactions. Task: Predict the reaction yield, written as a fraction of the theoretical maximum amount of product (1.0 means a 100% yield; for example, 0.34 means a 34% yield). (1) The reactants are [CH3:1][C:2]1[CH:3]=[C:4]([NH:45][S:46]([CH3:49])(=[O:48])=[O:47])[CH:5]=[C:6]([C:8]2[C:16]3[C:15]([NH:17][C@H:18]([C:20]4[N:25]([C:26]5[CH:31]=[CH:30][CH:29]=[CH:28][CH:27]=5)[C:24](=[O:32])[C:23]5=[C:33]([CH3:36])[CH:34]=[CH:35][N:22]5[N:21]=4)[CH3:19])=[N:14][CH:13]=[N:12][C:11]=3[N:10](COCC[Si](C)(C)C)[CH:9]=2)[CH:7]=1.FC(F)(F)C(O)=O.N. No catalyst specified. The product is [CH3:1][C:2]1[CH:3]=[C:4]([NH:45][S:46]([CH3:49])(=[O:48])=[O:47])[CH:5]=[C:6]([C:8]2[C:16]3[C:15]([NH:17][C@H:18]([C:20]4[N:25]([C:26]5[CH:27]=[CH:28][CH:29]=[CH:30][CH:31]=5)[C:24](=[O:32])[C:23]5=[C:33]([CH3:36])[CH:34]=[CH:35][N:22]5[N:21]=4)[CH3:19])=[N:14][CH:13]=[N:12][C:11]=3[NH:10][CH:9]=2)[CH:7]=1. The yield is 0.280. (2) The reactants are Cl.[Br:2][C:3]1[CH:4]=[C:5]([CH:8]=[CH:9][CH:10]=1)[CH2:6][NH2:7].C(N(CC)CC)C.[N:18]1[C:27]2[C:22](=[CH:23][N:24]=[CH:25][CH:26]=2)[CH:21]=[CH:20][C:19]=1[C:28](O)=[O:29].O.ON1C2C=CC=CC=2N=N1.Cl.CN(C)CCCN=C=NCC. The catalyst is CN(C=O)C.CCOC(C)=O. The product is [Br:2][C:3]1[CH:4]=[C:5]([CH:8]=[CH:9][CH:10]=1)[CH2:6][NH:7][C:28]([C:19]1[CH:20]=[CH:21][C:22]2[C:27](=[CH:26][CH:25]=[N:24][CH:23]=2)[N:18]=1)=[O:29]. The yield is 0.810.